Dataset: Reaction yield outcomes from USPTO patents with 853,638 reactions. Task: Predict the reaction yield, written as a fraction of the theoretical maximum amount of product (1.0 means a 100% yield; for example, 0.34 means a 34% yield). (1) The reactants are [Cl:1][C:2]1[CH:7]=[C:6]([CH2:8][C:9]2[C:14](=[O:15])[NH:13][C:12]([CH3:16])=[N:11][C:10]=2[CH2:17][CH2:18][CH3:19])[CH:5]=[CH:4][C:3]=1[C:20]1[C:21]([C:26]#[N:27])=[CH:22][CH:23]=[CH:24][CH:25]=1.[CH3:28][C:29]1([CH3:41])[CH2:33][C:32]2[CH:34]=[C:35](B(O)O)[CH:36]=[CH:37][C:31]=2[O:30]1.C([N:44](CC)CC)C.N1C=CC=CC=1.[C:55]([O:58]CC)(=[O:57])C. The catalyst is ClCCl.C([O-])(=O)C.[Cu+2].C([O-])(=O)C. The product is [Cl:1][C:2]1[CH:7]=[C:6]([CH2:8][C:9]2[C:14](=[O:15])[N:13]([C:35]3[CH:36]=[CH:37][C:31]4[O:30][C:29]([CH3:41])([CH3:28])[CH2:33][C:32]=4[CH:34]=3)[C:12]([CH3:16])=[N:11][C:10]=2[CH2:17][CH2:18][CH3:19])[CH:5]=[CH:4][C:3]=1[C:20]1[CH:25]=[CH:24][CH:23]=[CH:22][C:21]=1[C:26]1[NH:44][C:55](=[O:57])[O:58][N:27]=1. The yield is 0.750. (2) The reactants are [O:1]1[C:9]2[CH:8]=[CH:7][N:6]=[CH:5][C:4]=2[CH2:3][CH2:2]1.[NH2:10][O:11][C:12]1[CH:17]=[CH:16][C:15]([N+:18]([O-:20])=[O:19])=[CH:14][C:13]=1[N+:21]([O-:23])=[O:22].C(OCC)C. The catalyst is C(#N)C. The product is [N+:21]([C:13]1[CH:14]=[C:15]([N+:18]([O-:20])=[O:19])[CH:16]=[CH:17][C:12]=1[O-:11])([O-:23])=[O:22].[NH2:10][N+:6]1[CH:7]=[CH:8][C:9]2[O:1][CH2:2][CH2:3][C:4]=2[CH:5]=1. The yield is 0.890. (3) The yield is 0.700. The reactants are Br[CH2:2][CH2:3][CH:4]=[C:5]([CH3:7])[CH3:6].[OH:8][NH:9][C:10](=[O:16])[O:11][C:12]([CH3:15])([CH3:14])[CH3:13].C1CCN2C(=NCCC2)CC1. The catalyst is CC#N. The product is [CH3:6][C:5]([CH3:7])=[CH:4][CH2:3][CH2:2][O:8][NH:9][C:10](=[O:16])[O:11][C:12]([CH3:15])([CH3:14])[CH3:13]. (4) The reactants are [CH3:1][O:2][C:3]([CH:5]1[C:11]2[NH:12][C:13]3[CH:14]=[CH:15][CH:16]=[CH:17][C:18]=3[C:10]=2[CH2:9][CH2:8][NH:7][CH2:6]1)=[O:4].[C:19](O[C:19]([O:21][C:22]([CH3:25])([CH3:24])[CH3:23])=[O:20])([O:21][C:22]([CH3:25])([CH3:24])[CH3:23])=[O:20].C(N(CC)CC)C. The catalyst is CO. The product is [CH3:1][O:2][C:3]([CH:5]1[C:11]2[NH:12][C:13]3[CH:14]=[CH:15][CH:16]=[CH:17][C:18]=3[C:10]=2[CH2:9][CH2:8][N:7]([C:19]([O:21][C:22]([CH3:25])([CH3:24])[CH3:23])=[O:20])[CH2:6]1)=[O:4]. The yield is 0.910. (5) The reactants are CS(C)=O.C(Cl)(=O)C(Cl)=O.[C:11]([C:13]1([OH:19])[CH2:17][CH2:16][CH2:15][CH:14]1[OH:18])#[CH:12].C(N(CC)CC)C. The catalyst is ClCCl. The product is [C:11]([C:13]1([OH:19])[CH2:17][CH2:16][CH2:15][C:14]1=[O:18])#[CH:12]. The yield is 0.370. (6) The reactants are [C:7](O[C:7](=[O:11])[CH:8]([CH3:10])[CH3:9])(=[O:11])[CH:8]([CH3:10])[CH3:9].[NH2:12][C@H:13]1[CH2:18][CH2:17][C@H:16]([OH:19])[CH2:15][CH2:14]1.C(N(CC)CC)C. The catalyst is O1CCCC1.O. The product is [OH:19][CH:16]1[CH2:17][CH2:18][CH:13]([NH:12][C:7](=[O:11])[CH:8]([CH3:9])[CH3:10])[CH2:14][CH2:15]1. The yield is 0.650.